From a dataset of Reaction yield outcomes from USPTO patents with 853,638 reactions. Predict the reaction yield, written as a fraction of the theoretical maximum amount of product (1.0 means a 100% yield; for example, 0.34 means a 34% yield). (1) The reactants are [Br:1][C:2]1[CH:3]=[C:4]2[C:8](=[CH:9][CH:10]=1)[NH:7][C:6]([C:11]([OH:13])=O)=[CH:5]2.C(N1C=CN=C1)(N1C=CN=C1)=O.[NH:26]1[CH2:31][CH2:30][O:29][CH2:28][CH2:27]1. The catalyst is O1CCCC1. The product is [Br:1][C:2]1[CH:3]=[C:4]2[C:8](=[CH:9][CH:10]=1)[NH:7][C:6]([C:11]([N:26]1[CH2:31][CH2:30][O:29][CH2:28][CH2:27]1)=[O:13])=[CH:5]2. The yield is 0.990. (2) The reactants are [Cl:1][C:2]1[CH:7]=[CH:6][CH:5]=[CH:4][C:3]=1/[CH:8]=[CH:9]/[CH3:10].CC[C@H]1[C@H]2C[C@H]([C@H](OC3C4C(=CC=CC=4)C(O[C@H](C4C=CN=C5C=4C=C(OC)C=C5)[C@@H]4N5C[C@H](CC)[C@@H](CC5)C4)=NN=3)C3C=CN=C4C=3C=C([O:32]C)C=C4)N(CC2)C1.CC(O)(C)C.[OH2:74]. No catalyst specified. The product is [Cl:1][C:2]1[CH:7]=[CH:6][CH:5]=[CH:4][C:3]=1[C@H:8]([OH:32])[C@@H:9]([OH:74])[CH3:10]. The yield is 0.900. (3) The reactants are Br[CH2:2]/[CH:3]=[CH:4]/[C:5]([NH:7][C:8]1[CH:9]=[C:10]2[C:15](=[CH:16][C:17]=1[O:18][CH2:19][CH3:20])[N:14]=[CH:13][N:12]=[C:11]2[NH:21][C:22]1[CH:27]=[CH:26][C:25]([O:28][CH2:29][C:30]2[CH:35]=[CH:34][CH:33]=[CH:32][N:31]=2)=[C:24]([Cl:36])[CH:23]=1)=[O:6].CCN(C(C)C)C(C)C.[O:46]1[C@H:51]2[CH2:52][NH:53][CH2:54][C@H:50]2[O:49][CH2:48][CH2:47]1.O. The product is [Cl:36][C:24]1[CH:23]=[C:22]([NH:21][C:11]2[C:10]3[C:15](=[CH:16][C:17]([O:18][CH2:19][CH3:20])=[C:8]([NH:7][C:5](=[O:6])/[CH:4]=[CH:3]/[CH2:2][N:53]4[CH2:52][C@H:51]5[O:46][CH2:47][CH2:48][O:49][C@H:50]5[CH2:54]4)[CH:9]=3)[N:14]=[CH:13][N:12]=2)[CH:27]=[CH:26][C:25]=1[O:28][CH2:29][C:30]1[CH:35]=[CH:34][CH:33]=[CH:32][N:31]=1. The catalyst is CC(N(C)C)=O. The yield is 0.185. (4) The reactants are [Cl:1][C:2]1[C:3]([F:14])=[C:4]2[C:10]([N+:11]([O-])=O)=[CH:9][NH:8][C:5]2=[N:6][CH:7]=1.Cl[Sn]Cl.[OH-].[Na+].C(Cl)Cl. The catalyst is Cl. The product is [Cl:1][C:2]1[C:3]([F:14])=[C:4]2[C:10]([NH2:11])=[CH:9][NH:8][C:5]2=[N:6][CH:7]=1. The yield is 0.770. (5) The reactants are Br[C:2]1[C:3]([CH:9]2[O:13][CH2:12][CH2:11][O:10]2)=[CH:4][C:5]([Cl:8])=[N:6][CH:7]=1.[Li]CCCC.[CH2:19]1[O:21][CH2:20]1.B(F)(F)F.CCOCC. The catalyst is C1COCC1. The product is [Cl:8][C:5]1[N:6]=[CH:7][C:2]([CH2:19][CH2:20][OH:21])=[C:3]([CH:9]2[O:13][CH2:12][CH2:11][O:10]2)[CH:4]=1. The yield is 0.200.